Dataset: Retrosynthesis with 50K atom-mapped reactions and 10 reaction types from USPTO. Task: Predict the reactants needed to synthesize the given product. Given the product N[C@]1(C(=O)NS(=O)(=O)c2cccc3cc[nH]c23)C[C@H]1C1CC1, predict the reactants needed to synthesize it. The reactants are: CC(C)(C)OC(=O)N[C@]1(C(=O)NS(=O)(=O)c2cccc3cc[nH]c23)C[C@H]1C1CC1.